Dataset: Reaction yield outcomes from USPTO patents with 853,638 reactions. Task: Predict the reaction yield, written as a fraction of the theoretical maximum amount of product (1.0 means a 100% yield; for example, 0.34 means a 34% yield). The reactants are [Cl:1][C:2]1[CH:7]=[C:6]([C:8](=[NH:11])[NH:9][OH:10])[CH:5]=[CH:4][C:3]=1[CH2:12][C:13]([O:15][CH3:16])=[O:14].[CH3:17][C:18](OC(C)=O)=O. No catalyst specified. The product is [Cl:1][C:2]1[CH:7]=[C:6]([C:8]2[N:11]=[C:17]([CH3:18])[O:10][N:9]=2)[CH:5]=[CH:4][C:3]=1[CH2:12][C:13]([O:15][CH3:16])=[O:14]. The yield is 0.740.